From a dataset of Full USPTO retrosynthesis dataset with 1.9M reactions from patents (1976-2016). Predict the reactants needed to synthesize the given product. (1) Given the product [Cl:1][C:2]1[S:6][C:5]([C:7]([NH:9][C:10]2[CH:11]=[CH:12][CH:13]=[C:14]3[C:18]=2[C:17](=[O:19])[N:35]([CH2:34][CH2:33][N:30]2[CH2:29][CH2:28][N:27]([C:24]4[CH:25]=[CH:26][N:21]=[CH:22][CH:23]=4)[CH2:32][CH2:31]2)[C:15]3=[O:20])=[O:8])=[CH:4][CH:3]=1, predict the reactants needed to synthesize it. The reactants are: [Cl:1][C:2]1[S:6][C:5]([C:7]([NH:9][C:10]2[C:18]3[C:17](=[O:19])O[C:15](=[O:20])[C:14]=3[CH:13]=[CH:12][CH:11]=2)=[O:8])=[CH:4][CH:3]=1.[N:21]1[CH:26]=[CH:25][C:24]([N:27]2[CH2:32][CH2:31][N:30]([CH2:33][CH2:34][NH2:35])[CH2:29][CH2:28]2)=[CH:23][CH:22]=1. (2) The reactants are: [N+:1]([C:4]1[CH:5]=[C:6]2[C:10](=[CH:11][CH:12]=1)[N:9]([CH2:13][CH2:14][C:15]#[N:16])[NH:8][C:7]2=[O:17])([O-])=O. Given the product [NH2:1][C:4]1[CH:5]=[C:6]2[C:10](=[CH:11][CH:12]=1)[N:9]([CH2:13][CH2:14][C:15]#[N:16])[NH:8][C:7]2=[O:17], predict the reactants needed to synthesize it. (3) Given the product [CH3:24][O:25][C:26](=[O:41])[C:27]([NH:30][C:31]([C:33]1[C:38]([OH:39])=[CH:37][C:36]([O:40][S:17]([C:20]([F:21])([F:22])[F:23])(=[O:18])=[O:19])=[CH:35][N:34]=1)=[O:32])([CH3:29])[CH3:28], predict the reactants needed to synthesize it. The reactants are: C(N(C(C)C)CC)(C)C.C1(N[S:17]([C:20]([F:23])([F:22])[F:21])(=[O:19])=[O:18])C=CC=CC=1.[CH3:24][O:25][C:26](=[O:41])[C:27]([NH:30][C:31]([C:33]1[C:38]([OH:39])=[CH:37][C:36]([OH:40])=[CH:35][N:34]=1)=[O:32])([CH3:29])[CH3:28]. (4) Given the product [NH2:9][C:10]1[CH:15]=[CH:14][C:13]([O:16][C:8]2[CH:7]=[CH:19][C:5]([NH2:6])=[CH:4][CH:3]=2)=[CH:12][CH:11]=1, predict the reactants needed to synthesize it. The reactants are: Cl.Cl[C:3]1[CH:8]=[CH:7][N:6]=[CH:5][CH:4]=1.[NH2:9][C:10]1[CH:15]=[CH:14][C:13]([OH:16])=[CH:12][CH:11]=1.[OH-].[Na+].[CH3:19]S(C)=O.